This data is from Catalyst prediction with 721,799 reactions and 888 catalyst types from USPTO. The task is: Predict which catalyst facilitates the given reaction. (1) Reactant: [NH2:1][C:2]1[C:7]([C:8]#[N:9])=[C:6]([O:10][CH2:11][CH3:12])[N:5]=[C:4]([C:13]([OH:15])=O)[CH:3]=1.CN(C(ON1N=NC2C=CC=CC1=2)=[N+](C)C)C.[B-](F)(F)(F)F.[CH2:38]([NH2:45])[C:39]1[CH:44]=[CH:43][CH:42]=[CH:41][CH:40]=1. Product: [NH2:1][C:2]1[C:7]([C:8]#[N:9])=[C:6]([O:10][CH2:11][CH3:12])[N:5]=[C:4]([C:13]([NH:45][CH2:38][C:39]2[CH:44]=[CH:43][CH:42]=[CH:41][CH:40]=2)=[O:15])[CH:3]=1. The catalyst class is: 44. (2) Reactant: [CH3:1][Si](C)(C)[N-][Si](C)(C)C.[Na+].O=[C:12]1[CH2:17][CH2:16][N:15]([C:18]2[CH:28]=[CH:27][C:21]([C:22]([O:24][CH2:25][CH3:26])=[O:23])=[CH:20][CH:19]=2)[CH2:14][CH2:13]1. Product: [CH2:1]=[C:12]1[CH2:17][CH2:16][N:15]([C:18]2[CH:28]=[CH:27][C:21]([C:22]([O:24][CH2:25][CH3:26])=[O:23])=[CH:20][CH:19]=2)[CH2:14][CH2:13]1. The catalyst class is: 307. (3) Reactant: P(Cl)(Cl)([Cl:3])=O.[Cl:6][CH2:7][CH2:8][O:9][C:10]1[CH:19]=[C:18]([O:20][CH2:21][CH2:22][O:23][CH3:24])[CH:17]=[C:16]2[C:11]=1[C:12](=O)[NH:13][CH:14]=[N:15]2.C(N(CC)C(C)C)(C)C. Product: [Cl:3][C:12]1[C:11]2[C:16](=[CH:17][C:18]([O:20][CH2:21][CH2:22][O:23][CH3:24])=[CH:19][C:10]=2[O:9][CH2:8][CH2:7][Cl:6])[N:15]=[CH:14][N:13]=1. The catalyst class is: 26. (4) Reactant: [C:1]1(C2CCN(C([O-])=O)CC2)C=CC=CC=1.[C:16]([C:18]1[CH:23]=[CH:22][C:21]([C:24]2[CH:32]=[C:31]([CH2:33][O:34][CH2:35][C:36]3([C:49]4[CH:54]=[CH:53][CH:52]=[CH:51][CH:50]=4)[CH2:41][CH2:40][N:39]([C:42]([O:44][C:45]([CH3:48])([CH3:47])[CH3:46])=[O:43])[CH2:38][CH2:37]3)[C:30]3[C:26](=[CH:27][N:28](C)[N:29]=3)[CH:25]=2)=[CH:20][CH:19]=1)#[N:17].C(C1C=CC(C2C=C3C(=C(COCC4(C5C=CC=CC=5)CCN(C(OC(C)(C)C)=O)CC4)C=2)NN=C3)=CC=1)#N.[H-].[Na+].IC. Product: [C:16]([C:18]1[CH:23]=[CH:22][C:21]([C:24]2[CH:25]=[C:26]3[C:30](=[C:31]([CH2:33][O:34][CH2:35][C:36]4([C:49]5[CH:50]=[CH:51][CH:52]=[CH:53][CH:54]=5)[CH2:41][CH2:40][N:39]([C:42]([O:44][C:45]([CH3:46])([CH3:48])[CH3:47])=[O:43])[CH2:38][CH2:37]4)[CH:32]=2)[N:29]([CH3:1])[N:28]=[CH:27]3)=[CH:20][CH:19]=1)#[N:17]. The catalyst class is: 9.